Dataset: Peptide-MHC class II binding affinity with 134,281 pairs from IEDB. Task: Regression. Given a peptide amino acid sequence and an MHC pseudo amino acid sequence, predict their binding affinity value. This is MHC class II binding data. (1) The peptide sequence is KQQGIRYANPIAFFR. The MHC is DRB3_0101 with pseudo-sequence DRB3_0101. The binding affinity (normalized) is 0.510. (2) The peptide sequence is WELQIVDKIDAAFKI. The MHC is DRB3_0202 with pseudo-sequence DRB3_0202. The binding affinity (normalized) is 0.152.